This data is from Full USPTO retrosynthesis dataset with 1.9M reactions from patents (1976-2016). The task is: Predict the reactants needed to synthesize the given product. (1) The reactants are: [CH3:1][CH:2]([C:4]([OH:6])=[O:5])[Cl:3].[CH2:7]=[CH:8][CH2:9][CH2:10]O.S(=O)(=O)(O)O.C(=O)([O-])[O-].[Na+].[Na+]. Given the product [CH3:1][CH:2]([C:4]([O:6][CH2:10][CH2:9][CH:8]=[CH2:7])=[O:5])[Cl:3], predict the reactants needed to synthesize it. (2) Given the product [Br:20][C:12]1[CH:13]=[CH:14][CH:15]=[C:16]([CH:17]2[CH2:18][CH2:19]2)[C:11]=1[OH:10], predict the reactants needed to synthesize it. The reactants are: C(=O)([O-])[O-].[K+].[K+].C([O:10][C:11]1[C:16]([CH:17]2[CH2:19][CH2:18]2)=[CH:15][CH:14]=[CH:13][C:12]=1[Br:20])(=O)C.O.Cl. (3) Given the product [F:39][C:20]([F:19])([F:38])[C:21]1[CH:22]=[C:23]([C:31]2[O:35][N:34]=[C:33]([CH2:36][N:5]3[C:6]4[C:11](=[C:10]([C:13]([F:15])([F:16])[F:14])[C:9]([C:17]#[N:18])=[CH:8][CH:7]=4)[CH:12]=[C:4]3[CH2:1][CH2:2][CH3:3])[N:32]=2)[CH:24]=[C:25]([C:27]([F:29])([F:28])[F:30])[CH:26]=1, predict the reactants needed to synthesize it. The reactants are: [CH2:1]([C:4]1[NH:5][C:6]2[C:11]([CH:12]=1)=[C:10]([C:13]([F:16])([F:15])[F:14])[C:9]([C:17]#[N:18])=[CH:8][CH:7]=2)[CH2:2][CH3:3].[F:19][C:20]([F:39])([F:38])[C:21]1[CH:22]=[C:23]([C:31]2[O:35][N:34]=[C:33]([CH2:36]Cl)[N:32]=2)[CH:24]=[C:25]([C:27]([F:30])([F:29])[F:28])[CH:26]=1.C([O-])([O-])=O.[Cs+].[Cs+].CC#N.